Task: Predict the product of the given reaction.. Dataset: Forward reaction prediction with 1.9M reactions from USPTO patents (1976-2016) (1) Given the reactants [CH2:1]1[C:9]2[C:4](=[CH:5][CH:6]=[CH:7][CH:8]=2)[CH2:3][C:2]1=O.[CH2:11]([NH:13][CH2:14][CH3:15])[CH3:12].[B-]C#N.[Na+].C(O)(=O)C, predict the reaction product. The product is: [CH2:11]([N:13]([CH2:14][CH3:15])[CH:2]1[CH2:3][C:4]2[C:9](=[CH:8][CH:7]=[CH:6][CH:5]=2)[CH2:1]1)[CH3:12]. (2) The product is: [Cl:1][C:2]1[CH:3]=[CH:4][C:5]([CH2:8][CH2:9][CH2:10][C:11]([OH:21])=[O:12])=[CH:6][CH:7]=1. Given the reactants [Cl:1][C:2]1[CH:7]=[CH:6][C:5]([CH2:8][CH2:9][CH2:10][CH:11]=[O:12])=[CH:4][CH:3]=1.CC(=CC)C.O.O.P([O-])(O)(O)=[O:21].[Na+].Cl([O-])=O.[Na+], predict the reaction product. (3) Given the reactants CC1(C)O[C:6](=[O:8])[C:5](=[CH:9][NH:10][C:11]2[CH:16]=[CH:15][N:14]=[CH:13][CH:12]=2)C(=O)O1.CCCCCC, predict the reaction product. The product is: [N:10]1[C:11]2[C:12](=[CH:13][N:14]=[CH:15][CH:16]=2)[C:6]([OH:8])=[CH:5][CH:9]=1.